The task is: Predict the reactants needed to synthesize the given product.. This data is from Full USPTO retrosynthesis dataset with 1.9M reactions from patents (1976-2016). (1) Given the product [CH:1]1([OH:5])[CH2:4][CH2:3][CH2:2]1.[CH:9]1([CH2:6][OH:10])[CH2:7][CH2:8]1, predict the reactants needed to synthesize it. The reactants are: [CH:1]1([OH:5])[CH2:4][CH2:3][CH2:2]1.[C:6]1(=[O:10])[CH2:9][CH2:8][CH2:7]1. (2) Given the product [F:16][C:17]([F:36])([F:35])[S:18]([C:12]1[CH2:11][CH2:10][O:9][CH2:14][CH:13]=1)(=[O:20])=[O:19], predict the reactants needed to synthesize it. The reactants are: [Li+].CC([N-]C(C)C)C.[O:9]1[CH2:14][CH2:13][C:12](=O)[CH2:11][CH2:10]1.[F:16][C:17]([F:36])([F:35])[S:18](N(C1C=CC=CC=1)[S:18]([C:17]([F:36])([F:35])[F:16])(=[O:20])=[O:19])(=[O:20])=[O:19].